This data is from Forward reaction prediction with 1.9M reactions from USPTO patents (1976-2016). The task is: Predict the product of the given reaction. (1) Given the reactants [N+:1](/[CH:4]=[CH:5]/[C:6]1[CH:11]=[CH:10][CH:9]=[CH:8][CH:7]=1)([O-:3])=[O:2].C=O.N1C=CN=C1.C1C=CC(N)=C([C:25](O)=[O:26])C=1, predict the reaction product. The product is: [N+:1](/[C:4](=[CH:5]/[C:6]1[CH:11]=[CH:10][CH:9]=[CH:8][CH:7]=1)/[CH2:25][OH:26])([O-:3])=[O:2]. (2) Given the reactants F[C:2]1[CH:7]=[CH:6][C:5]([F:8])=[CH:4][C:3]=1[C:9](=[O:11])[CH3:10].[NH:12]1[CH:16]=[CH:15][N:14]=[N:13]1.C(=O)([O-])[O-].[K+].[K+].O, predict the reaction product. The product is: [F:8][C:5]1[CH:6]=[CH:7][C:2]([N:13]2[N:14]=[CH:15][CH:16]=[N:12]2)=[C:3]([C:9](=[O:11])[CH3:10])[CH:4]=1. (3) The product is: [NH2:1][C:2]1[N:7]=[CH:6][C:5]([C:8]2[N:13]=[C:12]([N:28]3[CH2:29][CH2:30][C:26]([F:31])([F:25])[CH2:27]3)[N:11]=[C:10]([CH:15]3[CH2:18][C:17](=[O:19])[CH2:16]3)[CH:9]=2)=[CH:4][C:3]=1[O:20][CH:21]([F:23])[F:22]. Given the reactants [NH2:1][C:2]1[N:7]=[CH:6][C:5]([C:8]2[N:13]=[C:12](Cl)[N:11]=[C:10]([CH:15]3[CH2:18][C:17](=[O:19])[CH2:16]3)[CH:9]=2)=[CH:4][C:3]=1[O:20][CH:21]([F:23])[F:22].Cl.[F:25][C:26]1([F:31])[CH2:30][CH2:29][NH:28][CH2:27]1.C(=O)([O-])[O-].[K+].[K+], predict the reaction product. (4) Given the reactants ClCCC[N:5]1[C:13]2[C:8](=[CH:9][C:10](C=C([N+]([O-])=O)C)=[CH:11][CH:12]=2)[CH2:7][CH2:6]1.[BH4-].[Na+], predict the reaction product. The product is: [NH:5]1[C:13]2[C:8](=[CH:9][CH:10]=[CH:11][CH:12]=2)[CH2:7][CH2:6]1. (5) Given the reactants [CH:1]1([C@H:4]2[C@H:13]([CH3:14])[C@@H:12]([NH:15][C:16]3[C:21]([O:22]C)=[CH:20][CH:19]=[CH:18][N:17]=3)[C:11]3[C:6](=[CH:7][CH:8]=[CH:9][CH:10]=3)[N:5]2[C:24](=[O:26])[CH3:25])[CH2:3][CH2:2]1.B(Br)(Br)Br, predict the reaction product. The product is: [CH:1]1([C@H:4]2[C@H:13]([CH3:14])[C@@H:12]([NH:15][C:16]3[C:21]([OH:22])=[CH:20][CH:19]=[CH:18][N:17]=3)[C:11]3[C:6](=[CH:7][CH:8]=[CH:9][CH:10]=3)[N:5]2[C:24](=[O:26])[CH3:25])[CH2:2][CH2:3]1.